Dataset: Peptide-MHC class I binding affinity with 185,985 pairs from IEDB/IMGT. Task: Regression. Given a peptide amino acid sequence and an MHC pseudo amino acid sequence, predict their binding affinity value. This is MHC class I binding data. (1) The peptide sequence is AGFPTGLTY. The MHC is HLA-A30:02 with pseudo-sequence HLA-A30:02. The binding affinity (normalized) is 0.468. (2) The binding affinity (normalized) is 0.626. The MHC is HLA-A68:02 with pseudo-sequence HLA-A68:02. The peptide sequence is TVPTNDHIPV. (3) The peptide sequence is MFGGVSWMI. The MHC is HLA-A24:02 with pseudo-sequence HLA-A24:02. The binding affinity (normalized) is 0.597. (4) The peptide sequence is KDTWLDARM. The MHC is HLA-B53:01 with pseudo-sequence HLA-B53:01. The binding affinity (normalized) is 0.242. (5) The peptide sequence is RMKMRRPHL. The MHC is BoLA-HD6 with pseudo-sequence BoLA-HD6. The binding affinity (normalized) is 0.666.